From a dataset of Forward reaction prediction with 1.9M reactions from USPTO patents (1976-2016). Predict the product of the given reaction. (1) Given the reactants [CH3:1][O:2][C:3]1[CH:10]=[CH:9][C:6]([CH2:7]Cl)=[CH:5][CH:4]=1.[Br:11][C:12]1[CH:13]=[C:14]2[C:18](=[CH:19][CH:20]=1)[NH:17][N:16]=[C:15]2[C:21]1[N:22]=[N:23][N:24]([C:26]2[CH:31]=[CH:30][C:29]([C:32]([N:34]3[CH2:39][CH2:38][O:37][CH2:36][CH2:35]3)=[O:33])=[CH:28][CH:27]=2)[CH:25]=1.[OH-].[K+], predict the reaction product. The product is: [Br:11][C:12]1[CH:13]=[C:14]2[C:18](=[CH:19][CH:20]=1)[N:17]([CH2:7][C:6]1[CH:9]=[CH:10][C:3]([O:2][CH3:1])=[CH:4][CH:5]=1)[N:16]=[C:15]2[C:21]1[N:22]=[N:23][N:24]([C:26]2[CH:27]=[CH:28][C:29]([C:32]([N:34]3[CH2:35][CH2:36][O:37][CH2:38][CH2:39]3)=[O:33])=[CH:30][CH:31]=2)[CH:25]=1. (2) Given the reactants [CH3:1][O:2][C:3]1[CH:8]=[CH:7][C:6]([C:9]2[C:10](=[O:19])[NH:11][C:12]3([CH2:18][CH2:17][CH2:16][CH2:15][CH2:14]3)[CH:13]=2)=[CH:5][CH:4]=1, predict the reaction product. The product is: [CH3:1][O:2][C:3]1[CH:4]=[CH:5][C:6]([CH:9]2[CH2:13][C:12]3([CH2:18][CH2:17][CH2:16][CH2:15][CH2:14]3)[NH:11][C:10]2=[O:19])=[CH:7][CH:8]=1. (3) Given the reactants [C:1]([O:5][C:6]([NH:8][CH2:9][CH2:10][CH2:11][O:12][CH2:13][CH2:14][O:15][CH2:16][CH2:17][O:18][CH2:19][CH2:20][CH2:21][NH:22][C:23]([CH2:25][CH2:26][CH2:27][O:28][C:29]1[C:34]([CH2:35][CH2:36][C:37]([O:39]C)=[O:38])=[C:33]([O:41][CH2:42][CH2:43][CH2:44][CH2:45][CH2:46][O:47][C:48]2[CH:53]=[C:52]([C:54]3[CH:59]=[CH:58][CH:57]=[CH:56][CH:55]=3)[CH:51]=[C:50]([C:60]3[CH:65]=[CH:64][CH:63]=[CH:62][CH:61]=3)[N:49]=2)[CH:32]=[CH:31][CH:30]=1)=[O:24])=[O:7])([CH3:4])([CH3:3])[CH3:2].[Li+].[OH-], predict the reaction product. The product is: [C:1]([O:5][C:6]([NH:8][CH2:9][CH2:10][CH2:11][O:12][CH2:13][CH2:14][O:15][CH2:16][CH2:17][O:18][CH2:19][CH2:20][CH2:21][NH:22][C:23]([CH2:25][CH2:26][CH2:27][O:28][C:29]1[C:34]([CH2:35][CH2:36][C:37]([OH:39])=[O:38])=[C:33]([O:41][CH2:42][CH2:43][CH2:44][CH2:45][CH2:46][O:47][C:48]2[CH:53]=[C:52]([C:54]3[CH:59]=[CH:58][CH:57]=[CH:56][CH:55]=3)[CH:51]=[C:50]([C:60]3[CH:61]=[CH:62][CH:63]=[CH:64][CH:65]=3)[N:49]=2)[CH:32]=[CH:31][CH:30]=1)=[O:24])=[O:7])([CH3:4])([CH3:2])[CH3:3]. (4) The product is: [BrH:10].[CH3:11][N:12]([CH3:13])[CH2:1][C:2]([C:4]1[CH:9]=[CH:8][CH:7]=[CH:6][CH:5]=1)=[O:3]. Given the reactants [CH2:1]([Br:10])[C:2]([C:4]1[CH:9]=[CH:8][CH:7]=[CH:6][CH:5]=1)=[O:3].[CH3:11][NH:12][CH3:13], predict the reaction product.